This data is from Full USPTO retrosynthesis dataset with 1.9M reactions from patents (1976-2016). The task is: Predict the reactants needed to synthesize the given product. (1) The reactants are: C[Li].Br[C:4]1[CH:5]=[CH:6][C:7]2[C:20]3[N:19]=[C:18]([C:21]4[C:26]([F:27])=[CH:25][CH:24]=[CH:23][C:22]=4[Cl:28])[NH:17][C:16]=3[C:15]3[C:10](=[CH:11][C:12]([Br:29])=[CH:13][CH:14]=3)[C:8]=2[CH:9]=1.[CH2:30]([Li])CCC.[F:35][C:36]([F:43])([F:42])[C:37](OCC)=[O:38]. Given the product [Br:29][C:12]1[CH:13]=[CH:14][C:15]2[C:16]3[N:17]=[C:18]([C:21]4[C:26]([F:27])=[CH:25][CH:24]=[CH:23][C:22]=4[Cl:28])[NH:19][C:20]=3[C:7]3[C:8](=[CH:9][C:4]([C:37]([OH:38])([CH3:30])[C:36]([F:43])([F:42])[F:35])=[CH:5][CH:6]=3)[C:10]=2[CH:11]=1, predict the reactants needed to synthesize it. (2) Given the product [CH:16](=[N:15][NH:14][C:11]1[CH:12]=[CH:13][C:8]([O:1][C:2]2[CH:3]=[CH:4][CH:5]=[CH:6][CH:7]=2)=[CH:9][CH:10]=1)[C:17]1[CH:22]=[CH:21][CH:20]=[CH:19][CH:18]=1, predict the reactants needed to synthesize it. The reactants are: [O:1]([C:8]1[CH:13]=[CH:12][C:11]([NH:14][NH2:15])=[CH:10][CH:9]=1)[C:2]1[CH:7]=[CH:6][CH:5]=[CH:4][CH:3]=1.[CH:16](=O)[C:17]1[CH:22]=[CH:21][CH:20]=[CH:19][CH:18]=1. (3) Given the product [C:1]([OH:9])(=[O:8])[C:2]1[CH:7]=[CH:6][CH:5]=[CH:4][CH:3]=1, predict the reactants needed to synthesize it. The reactants are: [C:1]([O-:9])(=[O:8])[C:2]1[CH:7]=[CH:6][CH:5]=[CH:4][CH:3]=1.O.[OH-].[Li+]. (4) Given the product [NH2:22][CH2:21][CH2:20][C:16]1[CH:15]=[C:14]([NH:13][C:11]([NH:10][CH2:9][C:8]2[CH:7]=[CH:6][C:5]([C:1]([CH3:4])([CH3:3])[CH3:2])=[CH:31][CH:30]=2)=[O:12])[CH:19]=[CH:18][CH:17]=1, predict the reactants needed to synthesize it. The reactants are: [C:1]([C:5]1[CH:31]=[CH:30][C:8]([CH2:9][NH:10][C:11]([NH:13][C:14]2[CH:15]=[C:16]([CH2:20][CH2:21][NH:22]C(=O)OC(C)(C)C)[CH:17]=[CH:18][CH:19]=2)=[O:12])=[CH:7][CH:6]=1)([CH3:4])([CH3:3])[CH3:2].NCCC1C=C(NC(NCC2C=CC(F)=CC=2)=O)C=CC=1. (5) Given the product [CH2:1]([O:8][C:9]([N:11]1[CH2:16][CH2:15][N:14]([CH:27]2[CH2:28][CH2:29][N:24]([C:22]([O:21][C:17]([CH3:20])([CH3:19])[CH3:18])=[O:23])[CH2:25][CH2:26]2)[CH2:13][CH2:12]1)=[O:10])[C:2]1[CH:7]=[CH:6][CH:5]=[CH:4][CH:3]=1, predict the reactants needed to synthesize it. The reactants are: [CH2:1]([O:8][C:9]([N:11]1[CH2:16][CH2:15][NH:14][CH2:13][CH2:12]1)=[O:10])[C:2]1[CH:7]=[CH:6][CH:5]=[CH:4][CH:3]=1.[C:17]([O:21][C:22]([N:24]1[CH2:29][CH2:28][C:27](=O)[CH2:26][CH2:25]1)=[O:23])([CH3:20])([CH3:19])[CH3:18].C(O[BH-](OC(=O)C)OC(=O)C)(=O)C.[Na+].O. (6) The reactants are: [CH3:1][S:2]([C:5]1[N:10]=[CH:9][C:8]([NH2:11])=[CH:7][CH:6]=1)(=[O:4])=[O:3].[Br:12]Br.[OH-].[Na+]. Given the product [Br:12][C:9]1[C:8]([NH2:11])=[CH:7][CH:6]=[C:5]([S:2]([CH3:1])(=[O:4])=[O:3])[N:10]=1, predict the reactants needed to synthesize it.